From a dataset of Catalyst prediction with 721,799 reactions and 888 catalyst types from USPTO. Predict which catalyst facilitates the given reaction. (1) Reactant: [Si]([O:8][CH:9]([CH2:20][O:21][C:22]1[CH:27]=[CH:26][CH:25]=[C:24]([C:28]2[N:33]=[C:32]([C:34]3[CH:35]=[N:36][CH:37]=[N:38][CH:39]=3)[CH:31]=[C:30]([C:40]3[C:41]([CH3:46])=[N:42][O:43][C:44]=3[CH3:45])[N:29]=2)[CH:23]=1)[CH2:10][N:11](C)[C:12](=[O:18])[O:13]C(C)(C)C)(C(C)(C)C)(C)C.Cl. Product: [CH3:46][C:41]1[C:40]([C:30]2[N:29]=[C:28]([C:24]3[CH:23]=[C:22]([CH:27]=[CH:26][CH:25]=3)[O:21][CH2:20][CH:9]([OH:8])[CH2:10][NH:11][CH3:12])[N:33]=[C:32]([C:34]3[CH:35]=[N:36][CH:37]=[N:38][CH:39]=3)[CH:31]=2)=[C:44]([CH3:45])[O:43][N:42]=1.[CH:12]([OH:18])=[O:13]. The catalyst class is: 12. (2) Reactant: [CH3:1][O:2][C:3]1[CH:12]=[C:11]2[C:6]([CH2:7][CH2:8][NH:9][C:10]2=[O:13])=[CH:5][CH:4]=1.C1C(=O)N([Cl:21])C(=O)C1.C([O-])([O-])=O.[Na+].[Na+]. Product: [Cl:21][C:12]1[C:3]([O:2][CH3:1])=[CH:4][CH:5]=[C:6]2[C:11]=1[C:10](=[O:13])[NH:9][CH2:8][CH2:7]2. The catalyst class is: 82. (3) Reactant: C(OC([N:8]1[C:12]2[C:13]([CH:17]3[CH2:21][CH2:20][N:19](C(OC(C)(C)C)=O)[CH2:18]3)=[CH:14][CH:15]=[CH:16][C:11]=2[N:10]([CH2:29][C:30]2[CH:35]=[CH:34][CH:33]=[CH:32][CH:31]=2)[C:9]1=[O:36])=O)(C)(C)C.[ClH:37].CCOCC. Product: [ClH:37].[CH2:29]([N:10]1[C:11]2[CH:16]=[CH:15][CH:14]=[C:13]([CH:17]3[CH2:21][CH2:20][NH:19][CH2:18]3)[C:12]=2[NH:8][C:9]1=[O:36])[C:30]1[CH:31]=[CH:32][CH:33]=[CH:34][CH:35]=1. The catalyst class is: 8. (4) Reactant: Cl.Cl.[NH:3]1[CH2:8][CH2:7][CH:6]([N:9]2[C:17]3[C:12](=[N:13][CH:14]=[CH:15][CH:16]=3)[NH:11][C:10]2=[O:18])[CH2:5][CH2:4]1.CCN(C(C)C)C(C)C.Cl[C:29]1[N:34]=[CH:33][N:32]=[C:31]([C:35]([O:37][CH2:38][CH3:39])=[O:36])[CH:30]=1.O. Product: [O:18]=[C:10]1[NH:11][C:12]2=[N:13][CH:14]=[CH:15][CH:16]=[C:17]2[N:9]1[CH:6]1[CH2:5][CH2:4][N:3]([C:29]2[N:34]=[CH:33][N:32]=[C:31]([C:35]([O:37][CH2:38][CH3:39])=[O:36])[CH:30]=2)[CH2:8][CH2:7]1. The catalyst class is: 39. (5) Reactant: [CH2:1]([O:3][C:4]1[CH:9]=[CH:8][CH:7]=[CH:6][CH:5]=1)[CH3:2].[Cl-].[Al+3].[Cl-].[Cl-].[Cl:14][C:15]1[CH:23]=[CH:22][C:21]([I:24])=[CH:20][C:16]=1[C:17](Cl)=O. Product: [Cl:14][C:15]1[CH:23]=[CH:22][C:21]([I:24])=[CH:20][C:16]=1[CH2:17][C:7]1[CH:8]=[CH:9][C:4]([O:3][CH2:1][CH3:2])=[CH:5][CH:6]=1. The catalyst class is: 4. (6) The catalyst class is: 6. Product: [CH3:14][C:5]1[CH:6]=[C:7]([C:10]2([CH3:13])[CH2:12][CH2:11]2)[CH:8]=[CH:9][C:4]=1[C:3]([OH:15])=[O:2]. Reactant: C[O:2][C:3](=[O:15])[C:4]1[CH:9]=[CH:8][C:7]([C:10]2([CH3:13])[CH2:12][CH2:11]2)=[CH:6][C:5]=1[CH3:14].CO.[OH-].[Na+].Cl. (7) Reactant: [Cl:1][C:2]1[CH:10]=[CH:9][CH:8]=[C:7]2[C:3]=1[C:4]([C:13]([O:15][CH3:16])=[O:14])=[C:5]([CH3:12])[N:6]2[CH3:11].C1C(=O)N([Br:24])C(=O)C1.C(OOC(=O)C1C=CC=CC=1)(=O)C1C=CC=CC=1. Product: [Br:24][CH2:12][C:5]1[N:6]([CH3:11])[C:7]2[C:3]([C:4]=1[C:13]([O:15][CH3:16])=[O:14])=[C:2]([Cl:1])[CH:10]=[CH:9][CH:8]=2. The catalyst class is: 53. (8) The catalyst class is: 3. Product: [C:1]([C:4]1[C:8]([CH3:9])=[CH:7][N:6]([CH2:18][O:17][CH2:16][CH2:15][Si:14]([CH3:21])([CH3:20])[CH3:13])[C:5]=1[CH3:10])(=[O:3])[CH3:2]. Reactant: [C:1]([C:4]1[C:8]([CH3:9])=[CH:7][NH:6][C:5]=1[CH3:10])(=[O:3])[CH3:2].[H-].[Na+].[CH3:13][Si:14]([CH3:21])([CH3:20])[CH2:15][CH2:16][O:17][CH2:18]Cl. (9) Reactant: Br[CH:2]1[C:7](=O)[CH2:6][CH2:5][N:4]([C:9]([O:11][CH2:12][C:13]2[CH:18]=[CH:17][CH:16]=[CH:15][CH:14]=2)=[O:10])[CH2:3]1.[CH3:19][O:20][C:21]1[CH:29]=[CH:28][C:24]([C:25]([NH2:27])=[S:26])=[CH:23][CH:22]=1. Product: [CH2:12]([O:11][C:9]([N:4]1[CH2:5][CH2:6][C:7]2[N:27]=[C:25]([C:24]3[CH:28]=[CH:29][C:21]([O:20][CH3:19])=[CH:22][CH:23]=3)[S:26][C:2]=2[CH2:3]1)=[O:10])[C:13]1[CH:18]=[CH:17][CH:16]=[CH:15][CH:14]=1. The catalyst class is: 8.